This data is from Reaction yield outcomes from USPTO patents with 853,638 reactions. The task is: Predict the reaction yield, written as a fraction of the theoretical maximum amount of product (1.0 means a 100% yield; for example, 0.34 means a 34% yield). (1) The reactants are C([O:4][C:5]1[CH:10]=[C:9]([CH3:11])[C:8]([CH2:12][C:13]2[CH:18]=[CH:17][C:16]([CH2:19][CH2:20][CH2:21][NH:22][C:23]([NH:25][C:26]([CH3:33])([CH3:32])[CH2:27][O:28]C(=O)C)=[O:24])=[CH:15][CH:14]=2)=[CH:7][C:6]=1[C@@H:34]1[O:51][C@H:50]([CH2:52][O:53]C(=O)C)[C@@H:45]([O:46]C(=O)C)[C@H:40]([O:41]C(=O)C)[C@H:35]1[O:36]C(=O)C)(=O)C.C[O-].[Na+].C(=O)=O. The catalyst is CO. The product is [OH:28][CH2:27][C:26]([NH:25][C:23]([NH:22][CH2:21][CH2:20][CH2:19][C:16]1[CH:17]=[CH:18][C:13]([CH2:12][C:8]2[C:9]([CH3:11])=[CH:10][C:5]([OH:4])=[C:6]([C@@H:34]3[O:51][C@H:50]([CH2:52][OH:53])[C@@H:45]([OH:46])[C@H:40]([OH:41])[C@H:35]3[OH:36])[CH:7]=2)=[CH:14][CH:15]=1)=[O:24])([CH3:32])[CH3:33]. The yield is 0.310. (2) The reactants are [CH:1]1([C:6]([C:11]2[CH:16]=[CH:15][CH:14]=[CH:13][CH:12]=2)([OH:10])[C:7]([OH:9])=[O:8])[CH2:5][CH2:4][CH2:3][CH2:2]1.[C:17](=O)([O-])[O-].[K+].[K+].CI.O. The catalyst is CN(C=O)C.C(Cl)Cl. The product is [CH:1]1([C:6]([C:11]2[CH:16]=[CH:15][CH:14]=[CH:13][CH:12]=2)([OH:10])[C:7]([O:9][CH3:17])=[O:8])[CH2:5][CH2:4][CH2:3][CH2:2]1. The yield is 0.640. (3) The yield is 0.800. The catalyst is CO. The product is [N+:1]([C:4]1[CH:13]=[C:12]2[C:7]([CH2:8][CH2:9][CH2:10][CH:11]2[OH:14])=[CH:6][CH:5]=1)([O-:3])=[O:2]. The reactants are [N+:1]([C:4]1[CH:13]=[C:12]2[C:7]([CH2:8][CH2:9][CH2:10][C:11]2=[O:14])=[CH:6][CH:5]=1)([O-:3])=[O:2].[BH4-].[Na+].